Dataset: Reaction yield outcomes from USPTO patents with 853,638 reactions. Task: Predict the reaction yield, written as a fraction of the theoretical maximum amount of product (1.0 means a 100% yield; for example, 0.34 means a 34% yield). (1) The reactants are N12[CH2:8][CH2:7]N(CC1)CC2.[C:9]([O:13][C:14]([N:16]1[CH2:21][CH2:20][CH:19]([CH2:22][OH:23])[CH2:18][CH2:17]1)=[O:15])([CH3:12])([CH3:11])[CH3:10].[C:24]1(C)[C:25]([S:30](Cl)(=[O:32])=[O:31])=[CH:26][CH:27]=C[CH:29]=1. The catalyst is COC(C)(C)C.CCOCC. The product is [C:9]([O:13][C:14]([N:16]1[CH2:21][CH2:20][CH:19]([CH2:22][O:23][S:30]([C:25]2[CH:26]=[CH:27][C:7]([CH3:8])=[CH:29][CH:24]=2)(=[O:32])=[O:31])[CH2:18][CH2:17]1)=[O:15])([CH3:12])([CH3:11])[CH3:10]. The yield is 0.850. (2) The yield is 0.290. The catalyst is C(OCC)C.CC#N.CCOC(C)=O.CN(C=O)C. The reactants are [F:1][C:2]1[CH:3]=[C:4]2[C:9](=[CH:10][CH:11]=1)[NH:8][C:7](=[O:12])[CH:6]=[CH:5]2.[H-].[Na+].Br[CH2:16][CH2:17][CH2:18]Cl.C([O-])([O-])=O.[K+].[K+].[CH2:26]([CH:30]1[CH2:35][CH2:34][NH:33][CH2:32][CH2:31]1)[CH2:27][CH2:28][CH3:29]. The product is [CH2:26]([CH:30]1[CH2:35][CH2:34][N:33]([CH2:16][CH2:17][CH2:18][N:8]2[C:9]3[C:4](=[CH:3][C:2]([F:1])=[CH:11][CH:10]=3)[CH:5]=[CH:6][C:7]2=[O:12])[CH2:32][CH2:31]1)[CH2:27][CH2:28][CH3:29].